Task: Regression. Given two drug SMILES strings and cell line genomic features, predict the synergy score measuring deviation from expected non-interaction effect.. Dataset: NCI-60 drug combinations with 297,098 pairs across 59 cell lines (1) Drug 1: C1CCC(C(C1)N)N.C(=O)(C(=O)[O-])[O-].[Pt+4]. Drug 2: C1C(C(OC1N2C=NC3=C2NC=NCC3O)CO)O. Cell line: HS 578T. Synergy scores: CSS=2.55, Synergy_ZIP=-2.82, Synergy_Bliss=-5.21, Synergy_Loewe=-6.89, Synergy_HSA=-5.67. (2) Drug 1: CC1C(C(CC(O1)OC2CC(CC3=C2C(=C4C(=C3O)C(=O)C5=C(C4=O)C(=CC=C5)OC)O)(C(=O)C)O)N)O.Cl. Drug 2: CNC(=O)C1=NC=CC(=C1)OC2=CC=C(C=C2)NC(=O)NC3=CC(=C(C=C3)Cl)C(F)(F)F. Cell line: SW-620. Synergy scores: CSS=20.5, Synergy_ZIP=-1.35, Synergy_Bliss=1.13, Synergy_Loewe=-20.2, Synergy_HSA=-1.33. (3) Drug 1: CC1C(C(CC(O1)OC2CC(CC3=C2C(=C4C(=C3O)C(=O)C5=C(C4=O)C(=CC=C5)OC)O)(C(=O)C)O)N)O.Cl. Drug 2: C#CCC(CC1=CN=C2C(=N1)C(=NC(=N2)N)N)C3=CC=C(C=C3)C(=O)NC(CCC(=O)O)C(=O)O. Cell line: HCT-15. Synergy scores: CSS=19.3, Synergy_ZIP=-2.88, Synergy_Bliss=3.67, Synergy_Loewe=2.44, Synergy_HSA=2.22. (4) Drug 1: CN1C2=C(C=C(C=C2)N(CCCl)CCCl)N=C1CCCC(=O)O.Cl. Drug 2: C1CNP(=O)(OC1)N(CCCl)CCCl. Cell line: SK-MEL-28. Synergy scores: CSS=4.07, Synergy_ZIP=-3.07, Synergy_Bliss=-4.18, Synergy_Loewe=1.18, Synergy_HSA=-2.62.